The task is: Predict the reactants needed to synthesize the given product.. This data is from Full USPTO retrosynthesis dataset with 1.9M reactions from patents (1976-2016). (1) Given the product [N+:8]([C:5]1[CH:6]=[CH:7][C:2]([NH:28][CH2:26][CH3:27])=[C:3]([C:11]2[O:12][C:13]3[CH:19]=[CH:18][C:17]([C:20]4[CH:25]=[CH:24][CH:23]=[CH:22][CH:21]=4)=[CH:16][C:14]=3[N:15]=2)[CH:4]=1)([O-:10])=[O:9], predict the reactants needed to synthesize it. The reactants are: F[C:2]1[CH:7]=[CH:6][C:5]([N+:8]([O-:10])=[O:9])=[CH:4][C:3]=1[C:11]1[O:12][C:13]2[CH:19]=[CH:18][C:17]([C:20]3[CH:25]=[CH:24][CH:23]=[CH:22][CH:21]=3)=[CH:16][C:14]=2[N:15]=1.[CH2:26]([NH2:28])[CH3:27]. (2) Given the product [ClH:7].[N:25]1[CH:26]=[CH:27][CH:28]=[C:23]([C:22]2[C:18]3[CH:17]=[CH:16][C:15]([C:12]4[CH:13]=[CH:14][CH:9]=[CH:10][C:11]=4[C:30](=[O:32])[CH3:31])=[CH:29][C:19]=3[S:20][CH:21]=2)[CH:24]=1, predict the reactants needed to synthesize it. The reactants are: C(=O)([O-])[O-].[Na+].[Na+].[ClH:7].F[C:9]1[CH:14]=[CH:13][C:12]([C:15]2[CH:16]=[CH:17][C:18]3[C:22]([C:23]4[CH:24]=[N:25][CH:26]=[CH:27][CH:28]=4)=[CH:21][S:20][C:19]=3[CH:29]=2)=[CH:11][CH:10]=1.[C:30](C1C=CC=CC=1B(O)O)(=[O:32])[CH3:31].Cl.C(OCC)C. (3) Given the product [F:31][C:4]1[CH:3]=[C:2]([CH:30]=[CH:29][C:5]=1[O:6][C:7]1[C:16]2[C:11](=[CH:12][C:13]([O:19][CH2:20][CH2:21][CH2:22][N:23]3[CH2:28][CH2:27][O:26][CH2:25][CH2:24]3)=[C:14]([O:17][CH3:18])[CH:15]=2)[N:10]=[CH:9][CH:8]=1)[NH:32][C:33]1[CH:38]=[CH:37][CH:36]=[CH:35][CH:34]=1, predict the reactants needed to synthesize it. The reactants are: Br[C:2]1[CH:30]=[CH:29][C:5]([O:6][C:7]2[C:16]3[C:11](=[CH:12][C:13]([O:19][CH2:20][CH2:21][CH2:22][N:23]4[CH2:28][CH2:27][O:26][CH2:25][CH2:24]4)=[C:14]([O:17][CH3:18])[CH:15]=3)[N:10]=[CH:9][CH:8]=2)=[C:4]([F:31])[CH:3]=1.[NH2:32][C:33]1[CH:38]=[CH:37][CH:36]=[CH:35][CH:34]=1.C1(P(C2C=CC=CC=2)C2C3OC4C(=CC=CC=4P(C4C=CC=CC=4)C4C=CC=CC=4)C(C)(C)C=3C=CC=2)C=CC=CC=1.C([O-])([O-])=O.[Cs+].[Cs+]. (4) Given the product [CH2:1]([C:3]1[CH:4]=[C:5]2[N:10]([C:11]=1[C:20]([C:19]1[CH:23]=[CH:24][C:16]([CH2:15][CH2:14][CH2:13][Cl:12])=[CH:17][CH:18]=1)=[O:21])[CH:9]=[CH:8][CH:7]=[CH:6]2)[CH3:2], predict the reactants needed to synthesize it. The reactants are: [CH2:1]([C:3]1[CH:4]=[C:5]2[N:10]([CH:11]=1)[CH:9]=[CH:8][CH:7]=[CH:6]2)[CH3:2].[Cl:12][CH2:13][CH2:14][CH2:15][C:16]1[CH:24]=[CH:23][C:19]([C:20](Cl)=[O:21])=[CH:18][CH:17]=1. (5) Given the product [Cl:39][C:40]1[N:45]=[CH:44][C:43]([S:46]([N:17]2[CH2:16][CH2:15][C:14]3[C@:19]([C:21]([C:23]4[CH:28]=[CH:27][CH:26]=[CH:25][N:24]=4)=[O:22])([CH2:20][C:11]4[CH:10]=[N:9][N:8]([C:5]5[CH:6]=[CH:7][C:2]([F:1])=[CH:3][CH:4]=5)[C:12]=4[CH:13]=3)[CH2:18]2)(=[O:48])=[O:47])=[CH:42][CH:41]=1, predict the reactants needed to synthesize it. The reactants are: [F:1][C:2]1[CH:7]=[CH:6][C:5]([N:8]2[C:12]3[CH:13]=[C:14]4[C@:19]([C:21]([C:23]5[CH:28]=[CH:27][CH:26]=[CH:25][N:24]=5)=[O:22])([CH2:20][C:11]=3[CH:10]=[N:9]2)[CH2:18][NH:17][CH2:16][CH2:15]4)=[CH:4][CH:3]=1.ClCCl.C(NC(C)C)(C)C.[Cl:39][C:40]1[N:45]=[CH:44][C:43]([S:46](Cl)(=[O:48])=[O:47])=[CH:42][CH:41]=1.C(N(C(C)C)CC)(C)C. (6) Given the product [S:17]1[C:2]2[CH:10]=[CH:9][C:5]([C:6]([OH:16])=[O:14])=[CH:4][C:3]=2[N:11]=[CH:20]1, predict the reactants needed to synthesize it. The reactants are: Cl[C:2]1[CH:10]=[CH:9][C:5]([C:6](O)=O)=[CH:4][C:3]=1[N+:11]([O-])=O.[OH-:14].[Na+].[OH2:16].[S-2:17].[Na+].[Na+].[CH:20](O)=O. (7) Given the product [Br:1][C:2]1[C:3]([Cl:11])=[N:4][CH:5]=[C:6]([CH:10]=1)[C:7]([NH:32][C:31]1[CH:33]=[CH:34][C:28]([O:27][C:26]([F:25])([F:35])[F:36])=[CH:29][CH:30]=1)=[O:9], predict the reactants needed to synthesize it. The reactants are: [Br:1][C:2]1[C:3]([Cl:11])=[N:4][CH:5]=[C:6]([CH:10]=1)[C:7]([OH:9])=O.O=S(Cl)Cl.CCN(C(C)C)C(C)C.[F:25][C:26]([F:36])([F:35])[O:27][C:28]1[CH:34]=[CH:33][C:31]([NH2:32])=[CH:30][CH:29]=1.